This data is from Full USPTO retrosynthesis dataset with 1.9M reactions from patents (1976-2016). The task is: Predict the reactants needed to synthesize the given product. (1) The reactants are: [C@H:1]1([NH:10][C:11]2[CH:20]=[CH:19][C:18]3[C:13](=[CH:14][CH:15]=[C:16]([NH2:21])[CH:17]=3)[N:12]=2)[C:9]2[C:4](=[CH:5][CH:6]=[CH:7][CH:8]=2)[CH2:3][CH2:2]1.C(N(CC)CC)C.ClC(Cl)(O[C:33](=[O:39])OC(Cl)(Cl)Cl)Cl.[CH3:41][N:42]1[CH2:47][CH2:46][NH:45][CH2:44][CH2:43]1. Given the product [C@H:1]1([NH:10][C:11]2[CH:20]=[CH:19][C:18]3[C:13](=[CH:14][CH:15]=[C:16]([NH:21][C:33]([N:45]4[CH2:46][CH2:47][N:42]([CH3:41])[CH2:43][CH2:44]4)=[O:39])[CH:17]=3)[N:12]=2)[C:9]2[C:4](=[CH:5][CH:6]=[CH:7][CH:8]=2)[CH2:3][CH2:2]1, predict the reactants needed to synthesize it. (2) Given the product [C:26]([N:7]1[C:8]2[C:13](=[C:12]([O:16][CH2:17][CH2:18][CH3:19])[C:11]([CH:20]3[CH2:25][CH2:24][N:23]([C:1](=[O:3])[CH3:2])[CH2:22][CH2:21]3)=[CH:10][CH:9]=2)[CH2:14][CH2:15][C@@H:6]1[CH3:5])(=[O:28])[CH3:27], predict the reactants needed to synthesize it. The reactants are: [C:1](Cl)(=[O:3])[CH3:2].[CH3:5][C@H:6]1[CH2:15][CH2:14][C:13]2[C:8](=[CH:9][CH:10]=[C:11]([CH:20]3[CH2:25][CH2:24][NH:23][CH2:22][CH2:21]3)[C:12]=2[O:16][CH2:17][CH2:18][CH3:19])[N:7]1[C:26](=[O:28])[CH3:27].C(N(CC)CC)C. (3) Given the product [C:1]([C:3]1[C:4]([N:22]2[CH2:23][CH2:24][CH:25]([C:28]([NH:42][S:39]([N:38]([C:35]3[CH:36]=[CH:37][C:32]([F:31])=[CH:33][CH:34]=3)[CH3:43])(=[O:40])=[O:41])=[O:29])[CH2:26][CH2:27]2)=[N:5][C:6]([CH2:15][N:16]2[CH2:20][CH2:19][CH2:18][C:17]2=[O:21])=[C:7]([C:9](=[O:14])[CH2:10][CH2:11][CH:12]=[CH2:13])[CH:8]=1)#[N:2], predict the reactants needed to synthesize it. The reactants are: [C:1]([C:3]1[C:4]([N:22]2[CH2:27][CH2:26][CH:25]([C:28](O)=[O:29])[CH2:24][CH2:23]2)=[N:5][C:6]([CH2:15][N:16]2[CH2:20][CH2:19][CH2:18][C:17]2=[O:21])=[C:7]([C:9](=[O:14])[CH2:10][CH2:11][CH:12]=[CH2:13])[CH:8]=1)#[N:2].[F:31][C:32]1[CH:37]=[CH:36][C:35]([N:38]([CH3:43])[S:39]([NH2:42])(=[O:41])=[O:40])=[CH:34][CH:33]=1. (4) Given the product [Br:1][C:2]1[N:24]=[C:5]2[CH:6]=[C:7]([NH:10][C:11]([C:13]3[N:17]([CH3:18])[N:16]=[CH:15][C:14]=3[C:19]([OH:21])=[O:20])=[O:12])[CH:8]=[CH:9][N:4]2[N:3]=1, predict the reactants needed to synthesize it. The reactants are: [Br:1][C:2]1[N:24]=[C:5]2[CH:6]=[C:7]([NH:10][C:11]([C:13]3[N:17]([CH3:18])[N:16]=[CH:15][C:14]=3[C:19]([O:21]CC)=[O:20])=[O:12])[CH:8]=[CH:9][N:4]2[N:3]=1.O.[OH-].[Li+].